From a dataset of Drug-target binding data from BindingDB using IC50 measurements. Regression. Given a target protein amino acid sequence and a drug SMILES string, predict the binding affinity score between them. We predict pIC50 (pIC50 = -log10(IC50 in M); higher means more potent). Dataset: bindingdb_ic50. The small molecule is Cc1ccc(-c2csc(Nc3ccc(O)cc3)n2)cc1. The target protein (P04745) has sequence MKLFWLLFTIGFCWAQYSSNTQQGRTSIVHLFEWRWVDIALECERYLAPKGFGGVQVSPPNENVAIHNPFRPWWERYQPVSYKLCTRSGNEDEFRNMVTRCNNVGVRIYVDAVINHMCGNAVSAGTSSTCGSYFNPGSRDFPAVPYSGWDFNDGKCKTGSGDIENYNDATQVRDCRLSGLLDLALGKDYVRSKIAEYMNHLIDIGVAGFRIDASKHMWPGDIKAILDKLHNLNSNWFPEGSKPFIYQEVIDLGGEPIKSSDYFGNGRVTEFKYGAKLGTVIRKWNGEKMSYLKNWGEGWGFMPSDRALVFVDNHDNQRGHGAGGASILTFWDARLYKMAVGFMLAHPYGFTRVMSSYRWPRYFENGKDVNDWVGPPNDNGVTKEVTINPDTTCGNDWVCEHRWRQIRNMVNFRNVVDGQPFTNWYDNGSNQVAFGRGNRGFIVFNNDDWTFSLTLQTGLPAGTYCDVISGDKINGNCTGIKIYVSDDGKAHFSISNSAED.... The pIC50 is 3.1.